Dataset: Forward reaction prediction with 1.9M reactions from USPTO patents (1976-2016). Task: Predict the product of the given reaction. (1) Given the reactants [NH2:1][C:2]1[CH:10]=[C:9]([C@H:11]([NH:15][C:16]([N:18]2[C:24](=[O:25])[C@H:23]([CH2:26][C:27]3[CH:32]=[C:31]([Cl:33])[CH:30]=[CH:29][C:28]=3[O:34][CH3:35])[CH2:22][NH:21][C:20](=[N:36][O:37][CH2:38][CH3:39])[CH2:19]2)=[O:17])[CH2:12][CH2:13][CH3:14])[CH:8]=[CH:7][C:3]=1[C:4]([OH:6])=[O:5].C(#N)C.[ClH:43], predict the reaction product. The product is: [ClH:33].[ClH:43].[NH2:1][C:2]1[CH:10]=[C:9]([C@H:11]([NH:15][C:16]([N:18]2[C:24](=[O:25])[C@H:23]([CH2:26][C:27]3[CH:32]=[C:31]([Cl:33])[CH:30]=[CH:29][C:28]=3[O:34][CH3:35])[CH2:22][NH:21][C:20](=[N:36][O:37][CH2:38][CH3:39])[CH2:19]2)=[O:17])[CH2:12][CH2:13][CH3:14])[CH:8]=[CH:7][C:3]=1[C:4]([OH:6])=[O:5]. (2) The product is: [CH3:1][CH:2]1[CH2:6][CH2:5][CH2:4][N:3]1[CH2:7][CH2:8][CH2:9][O:10][C:11]1[CH:20]=[CH:19][C:18]2[C:17]3[CH:16]([CH2:24][C:23](=[O:27])[NH:28][N:31]=3)[CH2:15][CH2:14][C:13]=2[CH:12]=1. Given the reactants [CH3:1][C@@H:2]1[CH2:6][CH2:5][CH2:4][N:3]1[CH2:7][CH2:8][CH2:9][O:10][C:11]1[CH:12]=[C:13]2[C:18](=[CH:19][CH:20]=1)[C:17](=O)[CH2:16][CH2:15][CH2:14]2.O.[C:23]([OH:27])(=O)[CH:24]=O.[NH4+:28].[OH-].O.[NH2:31]N.C([O-])(O)=O.[Na+], predict the reaction product. (3) Given the reactants [CH3:1][NH:2][C:3]1[CH:8]=[CH:7][C:6]([N+:9]([O-:11])=[O:10])=[CH:5][CH:4]=1.C([O-])([O-])=O.[K+].[K+].Cl.Cl[C:20]1[CH:25]=[CH:24][N:23]=[CH:22][CH:21]=1, predict the reaction product. The product is: [CH3:1][N:2]([C:3]1[CH:4]=[CH:5][C:6]([N+:9]([O-:11])=[O:10])=[CH:7][CH:8]=1)[C:20]1[CH:25]=[CH:24][N:23]=[CH:22][CH:21]=1. (4) Given the reactants Cl[C:2]1[N:7]=[C:6]([O:8][C:9]2[CH:35]=[CH:34][CH:33]=[CH:32][C:10]=2[CH2:11][NH:12][C:13]([NH:15][C:16]2[N:20]([C:21]3[CH:26]=[CH:25][C:24]([CH3:27])=[CH:23][CH:22]=3)[N:19]=[C:18]([C:28]([CH3:31])([CH3:30])[CH3:29])[CH:17]=2)=[O:14])[CH:5]=[CH:4][N:3]=1.C(=O)([O-])[O-].[Na+].[Na+].[CH3:42][N:43]([CH3:48])[CH2:44][CH2:45][CH2:46][NH2:47], predict the reaction product. The product is: [CH3:42][N:43]([CH3:48])[CH2:44][CH2:45][CH2:46][NH:47][C:2]1[N:7]=[C:6]([O:8][C:9]2[CH:35]=[CH:34][CH:33]=[CH:32][C:10]=2[CH2:11][NH:12][C:13]([NH:15][C:16]2[N:20]([C:21]3[CH:26]=[CH:25][C:24]([CH3:27])=[CH:23][CH:22]=3)[N:19]=[C:18]([C:28]([CH3:30])([CH3:31])[CH3:29])[CH:17]=2)=[O:14])[CH:5]=[CH:4][N:3]=1. (5) Given the reactants [Si]([O:8][CH2:9][C:10]1[N:15]=[C:14]([O:16][CH2:17][C@H:18]2[CH2:22][CH2:21][CH2:20][N:19]2[C:23]([O:25][C:26]([CH3:29])([CH3:28])[CH3:27])=[O:24])[CH:13]=[CH:12][CH:11]=1)(C(C)(C)C)(C)C.[F-].C([N+](CCCC)(CCCC)CCCC)CCC, predict the reaction product. The product is: [OH:8][CH2:9][C:10]1[N:15]=[C:14]([O:16][CH2:17][C@H:18]2[CH2:22][CH2:21][CH2:20][N:19]2[C:23]([O:25][C:26]([CH3:29])([CH3:28])[CH3:27])=[O:24])[CH:13]=[CH:12][CH:11]=1. (6) Given the reactants CS(O[CH:6]1[CH2:11][CH2:10][N:9]([C:12]([O:14][C:15]([CH3:18])([CH3:17])[CH3:16])=[O:13])[CH2:8][CH2:7]1)(=O)=O.[F:19][C:20]1[CH:25]=[CH:24][C:23]([SH:26])=[CH:22][CH:21]=1.C([O-])([O-])=O.[K+].[K+], predict the reaction product. The product is: [F:19][C:20]1[CH:25]=[CH:24][C:23]([S:26][CH:6]2[CH2:7][CH2:8][N:9]([C:12]([O:14][C:15]([CH3:16])([CH3:17])[CH3:18])=[O:13])[CH2:10][CH2:11]2)=[CH:22][CH:21]=1. (7) Given the reactants [Cl:1][C:2]1[C:3]([CH3:14])=[C:4]([C:8]([F:13])([F:12])[C:9]([OH:11])=O)[CH:5]=[CH:6][CH:7]=1.P(Cl)(Cl)(Cl)=O.Cl.[NH2:21][CH2:22][C:23]1[CH:24]=[C:25]2[C:29](=[CH:30][CH:31]=1)[C:28](=[O:32])[N:27]([CH:33]1[CH2:38][CH2:37][C:36](=[O:39])[NH:35][C:34]1=[O:40])[CH2:26]2.C(=O)(O)[O-].[Na+], predict the reaction product. The product is: [Cl:1][C:2]1[C:3]([CH3:14])=[C:4]([C:8]([F:13])([F:12])[C:9]([NH:21][CH2:22][C:23]2[CH:24]=[C:25]3[C:29](=[CH:30][CH:31]=2)[C:28](=[O:32])[N:27]([CH:33]2[CH2:38][CH2:37][C:36](=[O:39])[NH:35][C:34]2=[O:40])[CH2:26]3)=[O:11])[CH:5]=[CH:6][CH:7]=1.